From a dataset of Full USPTO retrosynthesis dataset with 1.9M reactions from patents (1976-2016). Predict the reactants needed to synthesize the given product. (1) Given the product [F:7][C:11]([C:14]1[CH:19]=[CH:18][C:17]([C:20]#[N:21])=[CH:16][CH:15]=1)([CH3:13])[CH3:12], predict the reactants needed to synthesize it. The reactants are: C(N(S(F)(F)[F:7])CC)C.O[C:11]([C:14]1[CH:19]=[CH:18][C:17]([C:20]#[N:21])=[CH:16][CH:15]=1)([CH3:13])[CH3:12]. (2) Given the product [F:24][C:22]1[CH:21]=[CH:20][C:18]2[S:19][C:15]([N:10]3[CH2:11][CH2:12][N:8]([C:3]4[CH:4]=[N:5][CH:6]=[CH:7][C:2]=4[CH3:1])[C:9]3=[O:13])=[C:16]([CH3:25])[C:17]=2[CH:23]=1, predict the reactants needed to synthesize it. The reactants are: [CH3:1][C:2]1[CH:7]=[CH:6][N:5]=[CH:4][C:3]=1[N:8]1[CH2:12][CH2:11][NH:10][C:9]1=[O:13].Br[C:15]1[S:19][C:18]2[CH:20]=[CH:21][C:22]([F:24])=[CH:23][C:17]=2[C:16]=1[CH3:25].N[C@@H]1CCCC[C@H]1N.C(=O)([O-])[O-].[K+].[K+]. (3) The reactants are: [C:1](Cl)(Cl)=[O:2].C(N(CC)CC)C.[Cl:12][C:13]1[CH:18]=[CH:17][C:16]([CH:19]2[CH:23]([C:24]3[CH:29]=[CH:28][C:27]([Cl:30])=[CH:26][CH:25]=3)[NH:22][C:21]([C:31]3[CH:36]=[CH:35][C:34]([O:37][CH3:38])=[CH:33][C:32]=3[O:39][CH:40]3[CH2:44][CH2:43][CH2:42][CH2:41]3)=[N:20]2)=[CH:15][CH:14]=1.[NH:45]1[CH2:50][CH2:49][NH:48][CH2:47][CH2:46]1.C(=O)(O)[O-].[Na+]. Given the product [Cl:12][C:13]1[CH:14]=[CH:15][C:16]([CH:19]2[CH:23]([C:24]3[CH:25]=[CH:26][C:27]([Cl:30])=[CH:28][CH:29]=3)[N:22]([C:1]([N:45]3[CH2:50][CH2:49][NH:48][CH2:47][CH2:46]3)=[O:2])[C:21]([C:31]3[CH:36]=[CH:35][C:34]([O:37][CH3:38])=[CH:33][C:32]=3[O:39][CH:40]3[CH2:41][CH2:42][CH2:43][CH2:44]3)=[N:20]2)=[CH:17][CH:18]=1, predict the reactants needed to synthesize it. (4) Given the product [CH2:1]([N:3]1[CH:7]=[C:6]([NH:8][C:9]2[N:14]=[CH:13][N:12]=[C:11]([C:15]3[CH:16]=[CH:17][C:18]([O:23][C@H:24]4[CH2:29][CH2:28][N:27]([C:33](=[O:34])[CH2:32][OH:35])[CH2:26][C@H:25]4[F:30])=[C:19]([CH:22]=3)[C:20]#[N:21])[N:10]=2)[C:5]([CH3:31])=[N:4]1)[CH3:2], predict the reactants needed to synthesize it. The reactants are: [CH2:1]([N:3]1[CH:7]=[C:6]([NH:8][C:9]2[N:14]=[CH:13][N:12]=[C:11]([C:15]3[CH:16]=[CH:17][C:18]([O:23][C@H:24]4[CH2:29][CH2:28][NH:27][CH2:26][C@H:25]4[F:30])=[C:19]([CH:22]=3)[C:20]#[N:21])[N:10]=2)[C:5]([CH3:31])=[N:4]1)[CH3:2].[C:32](O)(=[O:35])[CH2:33][OH:34].C(N(CC)C(C)C)(C)C.CN(C(ON1N=NC2C=CC=NC1=2)=[N+](C)C)C.F[P-](F)(F)(F)(F)F. (5) Given the product [CH:21]([NH:23][C:12]12[CH2:14][CH:8]3[CH2:9][CH:10]([CH2:15][C:6]([CH3:5])([CH2:7]3)[CH2:13]1)[CH2:11]2)=[O:22], predict the reactants needed to synthesize it. The reactants are: [N+]([O-])(O)=O.[CH3:5][C:6]12[CH2:15][CH:10]3[CH2:11][CH:12]([CH2:14][CH:8]([CH2:9]3)[CH2:7]1)[CH2:13]2.S(=O)(=O)(O)O.[CH:21]([NH2:23])=[O:22]. (6) Given the product [O:31]1[C:32]2[CH:38]=[CH:37][CH:36]=[CH:35][C:33]=2[CH:34]=[C:30]1[C:28]([NH:27][C@@H:22]([CH2:23][CH:24]([CH3:26])[CH3:25])[C:21]([NH:20][CH:16]1[CH2:17][CH2:18][CH2:19][N:13]([S:10]([C:5]2[CH:6]=[CH:7][CH:8]=[CH:9][C:4]=2[C:3]([OH:41])=[O:2])(=[O:12])=[O:11])[CH2:14][C:15]1=[O:40])=[O:39])=[O:29], predict the reactants needed to synthesize it. The reactants are: C[O:2][C:3](=[O:41])[C:4]1[CH:9]=[CH:8][CH:7]=[CH:6][C:5]=1[S:10]([N:13]1[CH2:19][CH2:18][CH2:17][CH:16]([NH:20][C:21](=[O:39])[C@@H:22]([NH:27][C:28]([C:30]2[O:31][C:32]3[CH:38]=[CH:37][CH:36]=[CH:35][C:33]=3[CH:34]=2)=[O:29])[CH2:23][CH:24]([CH3:26])[CH3:25])[CH:15]([OH:40])[CH2:14]1)(=[O:12])=[O:11].CO.O. (7) Given the product [C:23]([S@:27]([NH:29][C@H:30]([C:51]1[CH:56]=[CH:55][CH:54]=[CH:53][C:52]=1[Cl:57])[C:31]1[S:35][C:34]([NH:36][C:37]([C:39]2([C:42]3[CH:50]=[CH:49][C:45]4[O:46][CH2:47][O:48][C:44]=4[CH:43]=3)[CH2:40][CH2:41]2)=[O:38])=[N:33][CH:32]=1)=[O:28])([CH3:26])([CH3:24])[CH3:25], predict the reactants needed to synthesize it. The reactants are: CC(S(N)=O)(C)C.O1C2C=CC(C3(C(O)=O)CC3)=CC=2OC1.[C:23]([S@@:27]([NH:29][C@H:30]([C:51]1[CH:56]=[CH:55][CH:54]=[CH:53][C:52]=1[Cl:57])[C:31]1[S:35][C:34]([NH:36][C:37]([C:39]2([C:42]3[CH:50]=[CH:49][C:45]4[O:46][CH2:47][O:48][C:44]=4[CH:43]=3)[CH2:41][CH2:40]2)=[O:38])=[N:33][CH:32]=1)=[O:28])([CH3:26])([CH3:25])[CH3:24]. (8) Given the product [C:2]([C:6]1[N:11]=[CH:10][C:9]([C:12]2[N:13]([C:33]([N:35]3[CH2:36][CH2:37][N:38]([CH2:41][C:42]([NH:58][CH2:57][CH2:56][C:51]4[CH:52]=[CH:53][CH:54]=[CH:55][C:50]=4[O:49][CH3:48])=[O:44])[CH2:39][CH2:40]3)=[O:34])[C@@:14]([C:26]3[CH:27]=[CH:28][C:29]([Cl:32])=[CH:30][CH:31]=3)([CH3:25])[C@@:15]([C:18]3[CH:23]=[CH:22][C:21]([Cl:24])=[CH:20][CH:19]=3)([CH3:17])[N:16]=2)=[C:8]([O:45][CH2:46][CH3:47])[CH:7]=1)([CH3:4])([CH3:5])[CH3:3], predict the reactants needed to synthesize it. The reactants are: Cl.[C:2]([C:6]1[N:11]=[CH:10][C:9]([C:12]2[N:13]([C:33]([N:35]3[CH2:40][CH2:39][N:38]([CH2:41][C:42]([OH:44])=O)[CH2:37][CH2:36]3)=[O:34])[C@@:14]([C:26]3[CH:31]=[CH:30][C:29]([Cl:32])=[CH:28][CH:27]=3)([CH3:25])[C@@:15]([C:18]3[CH:23]=[CH:22][C:21]([Cl:24])=[CH:20][CH:19]=3)([CH3:17])[N:16]=2)=[C:8]([O:45][CH2:46][CH3:47])[CH:7]=1)([CH3:5])([CH3:4])[CH3:3].[CH3:48][O:49][C:50]1[CH:55]=[CH:54][CH:53]=[CH:52][C:51]=1[CH2:56][CH2:57][NH2:58]. (9) Given the product [CH3:27][C:12]1([S:14]([C:17]2[CH:22]=[CH:21][CH:20]=[C:19]([C:23]([F:26])([F:25])[F:24])[CH:18]=2)(=[O:16])=[O:15])[CH2:11][CH2:10][O:9][CH:8]([C:5]2[CH:6]=[CH:7][C:2]([N:34]3[CH:38]=[N:37][CH:36]=[N:35]3)=[N:3][CH:4]=2)[CH2:13]1, predict the reactants needed to synthesize it. The reactants are: Br[C:2]1[CH:7]=[CH:6][C:5]([CH:8]2[CH2:13][C:12]([CH3:27])([S:14]([C:17]3[CH:22]=[CH:21][CH:20]=[C:19]([C:23]([F:26])([F:25])[F:24])[CH:18]=3)(=[O:16])=[O:15])[CH2:11][CH2:10][O:9]2)=[CH:4][N:3]=1.C([O-])([O-])=O.[Cs+].[Cs+].[NH:34]1[CH:38]=[N:37][CH:36]=[N:35]1.